Dataset: Experimentally validated miRNA-target interactions with 360,000+ pairs, plus equal number of negative samples. Task: Binary Classification. Given a miRNA mature sequence and a target amino acid sequence, predict their likelihood of interaction. The miRNA is hsa-miR-3606-5p with sequence UUAGUGAAGGCUAUUUUAAUU. The protein sequence of the target gene is MVRKLKFHEQKLLKQVDFLNWEVTDHNLHELRVLRRYRLQRREDYTRYNQLSRAVRELARRLRDLPERDQFRVRASAALLDKLYALGLVPTRGSLELCDFVTASSFCRRRLPTVLLKLRMAQHLQAAVAFVEQGHVRVGPDVVTDPAFLVTRSMEDFVTWVDSSKIKRHVLEYNEERDDFDLEA. Result: 0 (no interaction).